Task: Predict the product of the given reaction.. Dataset: Forward reaction prediction with 1.9M reactions from USPTO patents (1976-2016) (1) Given the reactants [N+:1]([C:4]1[CH:5]=[C:6]2[C:10](=[CH:11][CH:12]=1)[N:9]([CH2:13][C:14]1[N:15]=[CH:16][S:17][CH:18]=1)[CH:8]=[CH:7]2)([O-])=O.CO, predict the reaction product. The product is: [S:17]1[CH:18]=[C:14]([CH2:13][N:9]2[C:10]3[C:6](=[CH:5][C:4]([NH2:1])=[CH:12][CH:11]=3)[CH:7]=[CH:8]2)[N:15]=[CH:16]1. (2) Given the reactants Br[C:2]1[CH:3]=[C:4]2[C:8](=[CH:9][CH:10]=1)[N:7]([CH2:11][C:12]1[CH:17]=[CH:16][C:15]([C:18]([CH3:21])([CH3:20])[CH3:19])=[CH:14][CH:13]=1)[CH:6]=[CH:5]2.[CH3:22][C:23]1[CH:28]=[CH:27][CH:26]=[CH:25][C:24]=1B(O)O, predict the reaction product. The product is: [C:18]([C:15]1[CH:16]=[CH:17][C:12]([CH2:11][N:7]2[C:8]3[C:4](=[CH:3][C:2]([C:24]4[CH:25]=[CH:26][CH:27]=[CH:28][C:23]=4[CH3:22])=[CH:10][CH:9]=3)[CH:5]=[CH:6]2)=[CH:13][CH:14]=1)([CH3:20])([CH3:21])[CH3:19].